From a dataset of Full USPTO retrosynthesis dataset with 1.9M reactions from patents (1976-2016). Predict the reactants needed to synthesize the given product. (1) Given the product [O:4]=[C:5]1[CH2:6][CH2:7][CH:8]([C:11]2[CH:12]=[CH:13][C:14]([CH2:15][O:16][C:17]3[CH:22]=[CH:21][CH:20]=[CH:19][C:18]=3[C:23]3[N:28]=[C:27]([N:29]4[C:33]([C:34]([F:36])([F:37])[F:35])=[C:32]([C:38]([O:40][CH2:41][CH3:42])=[O:39])[CH:31]=[N:30]4)[CH:26]=[CH:25][CH:24]=3)=[CH:43][CH:44]=2)[CH2:9][CH2:10]1, predict the reactants needed to synthesize it. The reactants are: O1[C:5]2([CH2:10][CH2:9][CH:8]([C:11]3[CH:44]=[CH:43][C:14]([CH2:15][O:16][C:17]4[CH:22]=[CH:21][CH:20]=[CH:19][C:18]=4[C:23]4[N:28]=[C:27]([N:29]5[C:33]([C:34]([F:37])([F:36])[F:35])=[C:32]([C:38]([O:40][CH2:41][CH3:42])=[O:39])[CH:31]=[N:30]5)[CH:26]=[CH:25][CH:24]=4)=[CH:13][CH:12]=3)[CH2:7][CH2:6]2)[O:4]CC1. (2) Given the product [CH2:10]([O:12][C:13](=[O:33])[N:14]([C:22]1[CH:27]=[C:26]([C:6]2[O:7][CH:8]=[C:4]([CH2:3][N:2]([CH3:9])[CH3:1])[N:5]=2)[N:25]=[C:24]([NH2:29])[C:23]=1[N+:30]([O-:32])=[O:31])[CH2:15][C:16]1[CH:17]=[CH:18][CH:19]=[CH:20][CH:21]=1)[CH3:11], predict the reactants needed to synthesize it. The reactants are: [CH3:1][N:2]([CH3:9])[CH2:3][C:4]1[N:5]=[CH:6][O:7][CH:8]=1.[CH2:10]([O:12][C:13](=[O:33])[N:14]([C:22]1[CH:27]=[C:26](Br)[N:25]=[C:24]([NH2:29])[C:23]=1[N+:30]([O-:32])=[O:31])[CH2:15][C:16]1[CH:21]=[CH:20][CH:19]=[CH:18][CH:17]=1)[CH3:11]. (3) The reactants are: CN1C2C=CC([C:15]3[CH:16]=[CH:17][C:18]4[N:19]([CH2:42][CH:43]=[CH2:44])[C:20]5[C:25]([C:26]=4[CH:27]=3)=[CH:24][C:23](C3C=CC4N(C)C6C(C=4C=3)=CC=CC=6)=[CH:22][CH:21]=5)=CC=2C2C1=CC=CC=2.C1COCC1.[Cl:50][SiH:51]([Cl:53])[Cl:52]. Given the product [Cl:50][Si:51]([Cl:53])([Cl:52])[CH2:44][CH2:43][CH2:42][N:19]1[C:20]2[CH:21]=[CH:22][CH:23]=[CH:24][C:25]=2[C:26]2[C:18]1=[CH:17][CH:16]=[CH:15][CH:27]=2, predict the reactants needed to synthesize it. (4) Given the product [CH3:1][N:2]([C:3]1[CH:4]=[CH:5][CH:6]=[C:7]2[C:11]=1[NH:10][C:9]([C:12]1[S:16][CH:15]=[N:14][N:13]=1)=[CH:8]2)[S:22]([C:25]1[S:26][CH:27]=[CH:28][CH:29]=1)(=[O:24])=[O:23], predict the reactants needed to synthesize it. The reactants are: [CH3:1][N:2]([S:22]([C:25]1[S:26][CH:27]=[CH:28][CH:29]=1)(=[O:24])=[O:23])[C:3]1[CH:4]=[CH:5][CH:6]=[C:7]2[C:11]=1[NH:10][C:9]([C:12]1[S:16][C:15](C(OCC)=O)=[N:14][N:13]=1)=[CH:8]2.[OH-].[Na+].O1CCCC1.